This data is from Full USPTO retrosynthesis dataset with 1.9M reactions from patents (1976-2016). The task is: Predict the reactants needed to synthesize the given product. (1) Given the product [CH3:1][C:2]1[CH:7]=[CH:6][C:5]([S:8]([OH:11])(=[O:10])=[O:9])=[CH:4][CH:3]=1.[CH3:12][N:13]1[C:18]2=[N:19][CH2:20][CH2:21][CH2:22][N:17]2[CH2:16][CH2:15][CH2:14]1, predict the reactants needed to synthesize it. The reactants are: [CH3:1][C:2]1[CH:3]=[CH:4][C:5]([S:8]([OH:11])(=[O:10])=[O:9])=[CH:6][CH:7]=1.[CH3:12][N:13]1[C:18]2=[N:19][CH2:20][CH2:21][CH2:22][N:17]2[CH2:16][CH2:15][CH2:14]1. (2) Given the product [C:26]([C:2]1[CH:3]=[C:4]([O:21][C:22]([F:24])([F:25])[F:23])[CH:5]=[C:6]2[C:11]=1[O:10][CH:9]([C:12]([F:14])([F:15])[F:13])[C:8]([C:60]([OH:63])=[O:61])=[CH:7]2)(=[O:67])[CH3:27].[C:27]([C:2]1[CH:3]=[C:4]([O:21][C:22]([F:23])([F:24])[F:25])[CH:5]=[C:6]2[C:11]=1[O:10][CH:9]([C:12]([F:14])([F:15])[F:13])[C:8]([C:16]([O:18][CH2:19][CH3:20])=[O:17])=[CH:7]2)(=[O:28])[CH3:26], predict the reactants needed to synthesize it. The reactants are: I[C:2]1[CH:3]=[C:4]([O:21][C:22]([F:25])([F:24])[F:23])[CH:5]=[C:6]2[C:11]=1[O:10][CH:9]([C:12]([F:15])([F:14])[F:13])[C:8]([C:16]([O:18][CH2:19][CH3:20])=[O:17])=[CH:7]2.[CH3:26][CH2:27][O:28]CC.C1C=CC(P(C2C=CC=CC=2)CCCP(C2C=CC=CC=2)C2C=CC=CC=2)=CC=1.[C:60]([O-:63])([O-])=[O:61].[K+].[K+].Cl.[OH2:67]. (3) The reactants are: [OH:1][CH:2]1[CH2:7][CH2:6][N:5]([C:8](=[O:10])[CH3:9])[CH2:4][CH2:3]1.[Br:11][C:12]1[CH:13]=[C:14](O)[CH:15]=[N:16][CH:17]=1.C1C=CC(P(C2C=CC=CC=2)C2C=CC=CC=2)=CC=1.CC(OC(/N=N/C(OC(C)C)=O)=O)C. Given the product [Br:11][C:12]1[CH:13]=[C:14]([O:1][CH:2]2[CH2:7][CH2:6][N:5]([C:8](=[O:10])[CH3:9])[CH2:4][CH2:3]2)[CH:15]=[N:16][CH:17]=1, predict the reactants needed to synthesize it.